This data is from Catalyst prediction with 721,799 reactions and 888 catalyst types from USPTO. The task is: Predict which catalyst facilitates the given reaction. (1) Reactant: [CH2:1]1[C:5]2([CH2:9][CH2:8][CH2:7][NH:6]2)[CH2:4][CH2:3][N:2]1[C:10]([O:12][C:13]([CH3:16])([CH3:15])[CH3:14])=[O:11].Br[C:18]1[CH:19]=[N:20][CH:21]=[CH:22][CH:23]=1.CC(C)([O-])C.[K+].C1(P(C2C=CC=CC=2)C2C=CC3C(=CC=CC=3)C=2C2C3C(=CC=CC=3)C=CC=2P(C2C=CC=CC=2)C2C=CC=CC=2)C=CC=CC=1. Product: [N:20]1[CH:21]=[CH:22][CH:23]=[C:18]([N:6]2[CH2:7][CH2:8][CH2:9][C:5]32[CH2:1][N:2]([C:10]([O:12][C:13]([CH3:16])([CH3:15])[CH3:14])=[O:11])[CH2:3][CH2:4]3)[CH:19]=1. The catalyst class is: 720. (2) Reactant: [I:1][C:2]1[CH:3]=[C:4]2[C:8](=[CH:9][CH:10]=1)[NH:7][C:6](=[O:11])[C:5]2=O.[CH2:13]([O:20][C:21]1[CH:30]=[CH:29][C:24]([C:25]([NH:27][NH2:28])=[O:26])=[CH:23][CH:22]=1)[C:14]1[CH:19]=[CH:18][CH:17]=[CH:16][CH:15]=1. Product: [CH2:13]([O:20][C:21]1[CH:22]=[CH:23][C:24]([C:25]([NH:27][N:28]=[C:5]2[C:4]3[C:8](=[CH:9][CH:10]=[C:2]([I:1])[CH:3]=3)[NH:7][C:6]2=[O:11])=[O:26])=[CH:29][CH:30]=1)[C:14]1[CH:15]=[CH:16][CH:17]=[CH:18][CH:19]=1. The catalyst class is: 15. (3) Reactant: [Cl:1][C:2]1[C:3]2[C:10]([C:11]3[CH:16]=[CH:15][C:14]([O:17][CH3:18])=[C:13]([Cl:19])[C:12]=3[CH3:20])=[CH:9][S:8][C:4]=2[N:5]=[CH:6][N:7]=1.C([N-]C(C)C)(C)C.[Li+].[I:29]I.[NH4+].[Cl-]. Product: [Cl:1][C:2]1[C:3]2[C:10]([C:11]3[CH:16]=[CH:15][C:14]([O:17][CH3:18])=[C:13]([Cl:19])[C:12]=3[CH3:20])=[C:9]([I:29])[S:8][C:4]=2[N:5]=[CH:6][N:7]=1. The catalyst class is: 20. (4) Reactant: [C:12]([O:11][C:9](O[C:9]([O:11][C:12]([CH3:15])([CH3:14])[CH3:13])=[O:10])=[O:10])([CH3:15])([CH3:14])[CH3:13].[CH3:16][C:17]1[CH:18]=[N:19][CH:20]=[CH:21][C:22]=1[NH2:23]. Product: [CH3:16][C:17]1[CH:18]=[N:19][CH:20]=[CH:21][C:22]=1[NH:23][C:9](=[O:10])[O:11][C:12]([CH3:13])([CH3:14])[CH3:15]. The catalyst class is: 107. (5) Reactant: [NH2:1]/[C:2](/[C:6]1[CH:11]=[CH:10][CH:9]=[CH:8][CH:7]=1)=[CH:3]\[C:4]#[N:5].[SH2:12]. Product: [C:6]1([C:2]2[CH:3]=[C:4]([NH2:5])[S:12][N:1]=2)[CH:11]=[CH:10][CH:9]=[CH:8][CH:7]=1. The catalyst class is: 301.